Dataset: Forward reaction prediction with 1.9M reactions from USPTO patents (1976-2016). Task: Predict the product of the given reaction. (1) The product is: [C:8]([C:10]1[CH:15]=[CH:14][C:13]([NH2:16])=[C:12]([CH3:19])[CH:11]=1)#[N:9].[OH:20][CH2:7][C:2]1([NH2:1])[CH2:3][CH2:4][CH2:5][CH2:6]1.[C:22]([C:6]1[CH:5]=[CH:4][C:19]([C:12]2[CH:11]=[CH:10][CH:15]=[CH:14][C:13]=2[N:16]=[C:17]2[S:18][CH2:26][C:27]3([CH2:31][CH2:30][CH2:29][CH2:28]3)[NH:32]2)=[CH:2][CH:7]=1)#[N:23]. Given the reactants [NH2:1][C:2]1[CH:7]=[CH:6][CH:5]=[CH:4][CH:3]=1.[C:8]([C:10]1[CH:15]=[CH:14][C:13]([N:16]=[C:17]=[S:18])=[C:12]([CH3:19])[CH:11]=1)#[N:9].[OH:20]C[CH2:22][NH2:23].Cl.Cl[CH2:26][C:27]1([NH2:32])[CH2:31][CH2:30][CH2:29][CH2:28]1, predict the reaction product. (2) Given the reactants [CH3:1][O:2][C:3](=[O:38])[C:4]1[CH:9]=[CH:8][C:7]([CH2:10][N:11]2[CH:15]=[C:14]([C:16]3[CH:21]=[CH:20][C:19]([Cl:22])=[CH:18][C:17]=3[Cl:23])[N:13]=[C:12]2[CH2:24][C:25]2[CH:30]=[CH:29][C:28]([C:31]3[CH:36]=[CH:35][CH:34]=[C:33]([NH2:37])[CH:32]=3)=[CH:27][CH:26]=2)=[CH:6][CH:5]=1.[CH2:39]([S:41](Cl)(=[O:43])=[O:42])[CH3:40], predict the reaction product. The product is: [CH3:1][O:2][C:3](=[O:38])[C:4]1[CH:9]=[CH:8][C:7]([CH2:10][N:11]2[CH:15]=[C:14]([C:16]3[CH:21]=[CH:20][C:19]([Cl:22])=[CH:18][C:17]=3[Cl:23])[N:13]=[C:12]2[CH2:24][C:25]2[CH:30]=[CH:29][C:28]([C:31]3[CH:36]=[CH:35][CH:34]=[C:33]([NH:37][S:41]([CH2:39][CH3:40])(=[O:43])=[O:42])[CH:32]=3)=[CH:27][CH:26]=2)=[CH:6][CH:5]=1. (3) Given the reactants Cl[C:2]([O:4][CH:5]([Cl:7])[CH3:6])=[O:3].[CH2:8]1[O:12][CH2:11][O:10][CH:9]1[CH2:13][OH:14].N1C=CC=CC=1, predict the reaction product. The product is: [C:2](=[O:3])([O:14][CH:13]1[CH2:9][O:10][CH2:11][O:12][CH2:8]1)[O:4][CH:5]([Cl:7])[CH3:6].